Task: Predict the product of the given reaction.. Dataset: Forward reaction prediction with 1.9M reactions from USPTO patents (1976-2016) (1) Given the reactants [Cl:1][C:2]1[CH:7]=[CH:6][C:5]([C@@:8]2([OH:33])[CH2:13][CH2:12][N:11]([C:14](=[O:30])[C@H:15]([NH:19][C:20]3[S:21][CH:22]=[C:23]([C:25]([O:27]CC)=[O:26])[N:24]=3)[CH:16]([CH3:18])[CH3:17])[CH2:10][C:9]2([CH3:32])[CH3:31])=[CH:4][CH:3]=1.C1COCC1.[OH-].[Na+], predict the reaction product. The product is: [Cl:1][C:2]1[CH:7]=[CH:6][C:5]([C@@:8]2([OH:33])[CH2:13][CH2:12][N:11]([C:14](=[O:30])[C@H:15]([NH:19][C:20]3[S:21][CH:22]=[C:23]([C:25]([OH:27])=[O:26])[N:24]=3)[CH:16]([CH3:18])[CH3:17])[CH2:10][C:9]2([CH3:31])[CH3:32])=[CH:4][CH:3]=1. (2) Given the reactants [Cl:1][C:2]1[CH:7]=[CH:6][CH:5]=[CH:4][C:3]=1[OH:8].Br[CH2:10][CH2:11][CH2:12][Cl:13], predict the reaction product. The product is: [Cl:1][C:2]1[CH:7]=[CH:6][CH:5]=[CH:4][C:3]=1[O:8][CH2:10][CH2:11][CH2:12][Cl:13]. (3) Given the reactants [F:1][C:2]1[CH:24]=[C:23]([N+:25]([O-])=O)[CH:22]=[CH:21][C:3]=1[O:4][C:5]1[CH:10]=[CH:9][C:8]([C:11]#[C:12][C:13]2[CH:18]=[CH:17][CH:16]=[CH:15][N:14]=2)=[CH:7][C:6]=1[O:19][CH3:20].C1COCC1, predict the reaction product. The product is: [F:1][C:2]1[CH:24]=[C:23]([CH:22]=[CH:21][C:3]=1[O:4][C:5]1[CH:10]=[CH:9][C:8]([CH2:11][CH2:12][C:13]2[CH:18]=[CH:17][CH:16]=[CH:15][N:14]=2)=[CH:7][C:6]=1[O:19][CH3:20])[NH2:25]. (4) The product is: [CH3:23][O:13][C:12](=[O:14])[C@@H:11]([NH:15][C:16]([O:18][C:19]([CH3:22])([CH3:21])[CH3:20])=[O:17])[CH2:10][C:7]1[CH:6]=[CH:5][C:4]([N+:1]([O-:3])=[O:2])=[CH:9][CH:8]=1. Given the reactants [N+:1]([C:4]1[CH:9]=[CH:8][C:7]([CH2:10][C@H:11]([NH:15][C:16]([O:18][C:19]([CH3:22])([CH3:21])[CH3:20])=[O:17])[C:12]([OH:14])=[O:13])=[CH:6][CH:5]=1)([O-:3])=[O:2].[C:23](=O)([O-])[O-].[Na+].[Na+].CI, predict the reaction product. (5) Given the reactants [F:1][C:2]1[CH:7]=[CH:6][C:5]([CH:8]2[C:17]([CH3:19])([CH3:18])[CH2:16][C:15]3[C:10](=[CH:11][CH:12]=[C:13]([C:20]([O-:22])=[O:21])[CH:14]=3)[NH:9]2)=[CH:4][C:3]=1[N+:23]([O-])=O.[OH-].[Na+], predict the reaction product. The product is: [NH2:23][C:3]1[CH:4]=[C:5]([CH:8]2[C:17]([CH3:18])([CH3:19])[CH2:16][C:15]3[C:10](=[CH:11][CH:12]=[C:13]([C:20]([OH:22])=[O:21])[CH:14]=3)[NH:9]2)[CH:6]=[CH:7][C:2]=1[F:1].